This data is from NCI-60 drug combinations with 297,098 pairs across 59 cell lines. The task is: Regression. Given two drug SMILES strings and cell line genomic features, predict the synergy score measuring deviation from expected non-interaction effect. (1) Drug 1: C1=C(C(=O)NC(=O)N1)N(CCCl)CCCl. Drug 2: C#CCC(CC1=CN=C2C(=N1)C(=NC(=N2)N)N)C3=CC=C(C=C3)C(=O)NC(CCC(=O)O)C(=O)O. Cell line: NCI-H522. Synergy scores: CSS=26.0, Synergy_ZIP=-2.98, Synergy_Bliss=0.0517, Synergy_Loewe=0.509, Synergy_HSA=0.510. (2) Drug 1: C1=CC(=C2C(=C1NCCNCCO)C(=O)C3=C(C=CC(=C3C2=O)O)O)NCCNCCO. Cell line: CAKI-1. Drug 2: CCC1=C2CN3C(=CC4=C(C3=O)COC(=O)C4(CC)O)C2=NC5=C1C=C(C=C5)O. Synergy scores: CSS=65.2, Synergy_ZIP=-4.74, Synergy_Bliss=-5.78, Synergy_Loewe=-4.47, Synergy_HSA=-0.343. (3) Drug 1: CC12CCC3C(C1CCC2=O)CC(=C)C4=CC(=O)C=CC34C. Drug 2: C1=C(C(=O)NC(=O)N1)F. Cell line: CCRF-CEM. Synergy scores: CSS=63.5, Synergy_ZIP=-10.9, Synergy_Bliss=-17.4, Synergy_Loewe=-16.8, Synergy_HSA=-16.7.